From a dataset of Reaction yield outcomes from USPTO patents with 853,638 reactions. Predict the reaction yield, written as a fraction of the theoretical maximum amount of product (1.0 means a 100% yield; for example, 0.34 means a 34% yield). (1) The reactants are CC(C)(C)C([NH:5][C:6]1[CH:7]=[N:8][C:9]([N:19]2[CH2:24][CH2:23][S:22][CH2:21][CH2:20]2)=[CH:10][C:11]=1[C:12]1[CH:17]=[CH:16][CH:15]=[CH:14][C:13]=1[CH3:18])=O. The catalyst is Cl. The product is [N:19]1([C:9]2[N:8]=[CH:7][C:6]([NH2:5])=[C:11]([C:12]3[CH:17]=[CH:16][CH:15]=[CH:14][C:13]=3[CH3:18])[CH:10]=2)[CH2:24][CH2:23][S:22][CH2:21][CH2:20]1. The yield is 0.950. (2) The reactants are [CH3:1][N:2]1[C:6]([C:7]2[CH:8]=[C:9]([C:14]([O:16]C)=[O:15])[S:10][C:11]=2[CH2:12][CH3:13])=[C:5]([CH3:18])[CH:4]=[N:3]1.[OH-].[Na+]. The catalyst is O1CCCC1. The product is [CH3:1][N:2]1[C:6]([C:7]2[CH:8]=[C:9]([C:14]([OH:16])=[O:15])[S:10][C:11]=2[CH2:12][CH3:13])=[C:5]([CH3:18])[CH:4]=[N:3]1. The yield is 1.00. (3) The reactants are [NH2:1][C:2]1[C:3]([F:12])=[C:4]([CH:8]=[CH:9][C:10]=1[Cl:11])[C:5](O)=[O:6].ClC([N:18](C)C)=C(C)C.N. No catalyst specified. The product is [NH2:1][C:2]1[C:3]([F:12])=[C:4]([CH:8]=[CH:9][C:10]=1[Cl:11])[C:5]([NH2:18])=[O:6]. The yield is 0.690. (4) The reactants are C([O:3][C:4](=O)[CH2:5][N:6]1[C:10]([CH2:11][CH3:12])=[C:9]([CH2:13][C:14]2[CH:22]=[C:21]([CH3:23])[C:20]([O:24][CH3:25])=[C:19]3[C:15]=2[CH2:16][CH2:17][CH2:18]3)[C:8]([CH2:26][CH3:27])=[N:7]1)C.O.[NH2:30][NH2:31]. The catalyst is O. The product is [CH2:26]([C:8]1[C:9]([CH2:13][C:14]2[CH:22]=[C:21]([CH3:23])[C:20]([O:24][CH3:25])=[C:19]3[C:15]=2[CH2:16][CH2:17][CH2:18]3)=[C:10]([CH2:11][CH3:12])[N:6]([CH2:5][C:4]([NH:30][NH2:31])=[O:3])[N:7]=1)[CH3:27]. The yield is 0.914. (5) The reactants are NC1C2C=CC=C(C([NH:14][C:15]3[C:24]([CH3:25])=[CH:23][CH:22]=[C:21]4[C:16]=3[CH:17]=[CH:18][N:19]=[C:20]4[NH:26][C:27]3[CH:32]=[CH:31][CH:30]=[C:29](C(F)(F)F)[CH:28]=3)=O)C=2C=CN=1.[Cl:37]C1C=CC(N)=CC=1. No catalyst specified. The product is [Cl:37][C:30]1[CH:31]=[CH:32][C:27]([NH:26][C:20]2[C:21]3[CH:22]=[CH:23][C:24]([CH3:25])=[C:15]([NH2:14])[C:16]=3[CH:17]=[CH:18][N:19]=2)=[CH:28][CH:29]=1. The yield is 0.500. (6) The reactants are [Cl:1][C:2]1[C:3]([O:10][CH:11]([CH3:13])[CH3:12])=[N:4][CH:5]=[C:6]([CH:9]=1)[C:7]#[N:8].[NH2:14][OH:15].CCOC(C)=O.CCCCCCC. The catalyst is C(O)C. The product is [Cl:1][C:2]1[C:3]([O:10][CH:11]([CH3:13])[CH3:12])=[N:4][CH:5]=[C:6]([CH:9]=1)/[C:7](=[N:14]/[OH:15])/[NH2:8]. The yield is 0.980. (7) The reactants are Br[C:2]1[NH:3][C:4]2[C:9]([N:10]=1)=[C:8]([NH:11][CH2:12][CH2:13][CH2:14][NH:15][CH3:16])[N:7]=[CH:6][N:5]=2.[OH2:17].[OH-].[Na+].[C:20](=O)([O:26]C(C)(C)C)[O:21][C:22]([CH3:25])([CH3:24])[CH3:23]. The catalyst is Cl.O1CCCC1. The product is [C:22]([O:21][C:20](=[O:26])[N:15]([CH3:16])[CH2:14][CH2:13][CH2:12][NH:11][C:8]1[N:7]=[CH:6][N:5]=[C:4]2[C:9]=1[NH:10][C:2](=[O:17])[NH:3]2)([CH3:25])([CH3:24])[CH3:23]. The yield is 0.930.